From a dataset of Forward reaction prediction with 1.9M reactions from USPTO patents (1976-2016). Predict the product of the given reaction. (1) The product is: [F:1][C:2]1[CH:7]=[CH:6][C:5]([CH:8]2[C:9](=[O:10])[NH:24][C:15]3[C:14](=[CH:23][CH:22]=[C:17]([C:18]([O:20][CH3:21])=[O:19])[CH:16]=3)[NH:13]2)=[CH:4][CH:3]=1. Given the reactants [F:1][C:2]1[CH:7]=[CH:6][C:5]([CH:8]([NH:13][C:14]2[CH:23]=[CH:22][C:17]([C:18]([O:20][CH3:21])=[O:19])=[CH:16][C:15]=2[N+:24]([O-])=O)[C:9](OC)=[O:10])=[CH:4][CH:3]=1.[H][H], predict the reaction product. (2) Given the reactants [CH2:1]([CH:3]1[CH2:7][N:6]([C:8]([NH:10][CH2:11][CH3:12])=[NH:9])[N:5]=[CH:4]1)[CH3:2].CCN(C(C)C)C(C)C.Cl[S:23]([C:26]1[CH:27]=[C:28]([CH:32]=[CH:33][CH:34]=1)[C:29]([OH:31])=[O:30])(=[O:25])=[O:24], predict the reaction product. The product is: [CH2:11]([NH:10][C:8](=[N:9][S:23]([C:26]1[CH:27]=[C:28]([CH:32]=[CH:33][CH:34]=1)[C:29]([OH:31])=[O:30])(=[O:25])=[O:24])[N:6]1[CH2:7][CH:3]([CH2:1][CH3:2])[CH:4]=[N:5]1)[CH3:12]. (3) Given the reactants [C:1]1([CH3:26])[CH:6]=[CH:5][C:4]([N:7]2[C:11]([NH:12][C:13](=[O:21])OC3C=CC=CC=3)=[CH:10][C:9]([C:22]([F:25])([F:24])[F:23])=[N:8]2)=[CH:3][CH:2]=1.[CH3:27][O:28][C:29]1[CH:30]=[C:31]2[C:36](=[CH:37][C:38]=1[O:39][CH2:40][CH2:41][O:42][CH3:43])[N:35]=[CH:34][N:33]=[C:32]2[S:44][C:45]1[CH:46]=[C:47]([CH:49]=[CH:50][CH:51]=1)[NH2:48], predict the reaction product. The product is: [CH3:27][O:28][C:29]1[CH:30]=[C:31]2[C:36](=[CH:37][C:38]=1[O:39][CH2:40][CH2:41][O:42][CH3:43])[N:35]=[CH:34][N:33]=[C:32]2[S:44][C:45]1[CH:46]=[C:47]([NH:48][C:13]([NH:12][C:11]2[N:7]([C:4]3[CH:3]=[CH:2][C:1]([CH3:26])=[CH:6][CH:5]=3)[N:8]=[C:9]([C:22]([F:23])([F:24])[F:25])[CH:10]=2)=[O:21])[CH:49]=[CH:50][CH:51]=1. (4) Given the reactants O[C:2]1C=CC(C(=O)C=[CH:8][C:9]2[CH:14]=[CH:13][C:12](OC)=[CH:11][CH:10]=2)=C[CH:3]=1.C(Cl)CCl.C1C=CC2N([OH:33])N=NC=2C=1.C(N(CC)CC)C.CN([CH:44]=[O:45])C, predict the reaction product. The product is: [CH:9]12[CH2:8][CH:12]([CH:11]=[CH:10]1)[CH2:13][CH:14]2[C:44]([OH:45])=[O:33].[CH2:2]=[CH2:3]. (5) Given the reactants [CH3:13][C:12]([O:11][C:9](O[C:9]([O:11][C:12]([CH3:15])([CH3:14])[CH3:13])=[O:10])=[O:10])([CH3:15])[CH3:14].[S:16]([N:26]1[C:30]2=[N:31][CH:32]=[C:33]([CH2:35][NH2:36])[N:34]=[C:29]2[CH:28]=[CH:27]1)([C:19]1[CH:25]=[CH:24][C:22]([CH3:23])=[CH:21][CH:20]=1)(=[O:18])=[O:17].Cl, predict the reaction product. The product is: [S:16]([N:26]1[C:30]2=[N:31][CH:32]=[C:33]([CH2:35][NH:36][C:9](=[O:10])[O:11][C:12]([CH3:13])([CH3:14])[CH3:15])[N:34]=[C:29]2[CH:28]=[CH:27]1)([C:19]1[CH:20]=[CH:21][C:22]([CH3:23])=[CH:24][CH:25]=1)(=[O:17])=[O:18]. (6) Given the reactants Br[C:2]1[CH:11]=[CH:10][C:5]([C:6]([O:8][CH3:9])=[O:7])=[CH:4][C:3]=1[CH3:12].[NH:13]1[CH2:18][CH2:17][CH2:16][CH2:15][C:14]1=[O:19].CNCCNC.C(=O)([O-])[O-].[K+].[K+], predict the reaction product. The product is: [CH3:12][C:3]1[CH:4]=[C:5]([CH:10]=[CH:11][C:2]=1[N:13]1[CH2:18][CH2:17][CH2:16][CH2:15][C:14]1=[O:19])[C:6]([O:8][CH3:9])=[O:7].